Dataset: Peptide-MHC class I binding affinity with 185,985 pairs from IEDB/IMGT. Task: Regression. Given a peptide amino acid sequence and an MHC pseudo amino acid sequence, predict their binding affinity value. This is MHC class I binding data. (1) The peptide sequence is RRQDILDLWIY. The MHC is HLA-B44:03 with pseudo-sequence HLA-B44:03. The binding affinity (normalized) is 0.109. (2) The peptide sequence is LPESDLDKV. The MHC is HLA-B53:01 with pseudo-sequence HLA-B53:01. The binding affinity (normalized) is 0.178. (3) The peptide sequence is RLLIWAYLSK. The MHC is HLA-B07:02 with pseudo-sequence HLA-B07:02. The binding affinity (normalized) is 0. (4) The peptide sequence is YAGTIKESLL. The MHC is HLA-A02:06 with pseudo-sequence HLA-A02:06. The binding affinity (normalized) is 0.309. (5) The peptide sequence is ELALTDVEK. The MHC is HLA-A31:01 with pseudo-sequence HLA-A31:01. The binding affinity (normalized) is 0.151. (6) The peptide sequence is MEFNSLLAI. The MHC is HLA-A26:01 with pseudo-sequence HLA-A26:01. The binding affinity (normalized) is 0.0847.